From a dataset of Forward reaction prediction with 1.9M reactions from USPTO patents (1976-2016). Predict the product of the given reaction. Given the reactants [Cl:1][C:2]1[C:3](Cl)=[N:4][CH:5]=[C:6]([CH:21]=1)[C:7]([NH:9][C:10]1[CH:15]=[CH:14][C:13]([O:16][C:17]([F:20])([F:19])[F:18])=[CH:12][CH:11]=1)=[O:8].ClC1[C:25](Cl)=[N:26][CH:27]=[C:28](C=1)[C:29]([OH:31])=O.N1CC[C@@H](O)C1.CCN(C(C)C)C(C)C, predict the reaction product. The product is: [Cl:1][C:2]1[C:3]([N:26]2[CH2:27][CH2:28][C@@H:29]([OH:31])[CH2:25]2)=[N:4][CH:5]=[C:6]([CH:21]=1)[C:7]([NH:9][C:10]1[CH:15]=[CH:14][C:13]([O:16][C:17]([F:20])([F:19])[F:18])=[CH:12][CH:11]=1)=[O:8].